This data is from Reaction yield outcomes from USPTO patents with 853,638 reactions. The task is: Predict the reaction yield, written as a fraction of the theoretical maximum amount of product (1.0 means a 100% yield; for example, 0.34 means a 34% yield). (1) The reactants are Cl.[CH2:2]([O:4][C:5]([CH2:7][N:8]1[CH2:13][C:12]2[CH:14]=[C:15](/[CH:18]=[CH:19]/[C:20]([OH:22])=O)[CH:16]=[N:17][C:11]=2[NH:10][C:9]1=[O:23])=[O:6])[CH3:3].Cl.CN1CC2C=C(/C=C/C(O)=O)C=NC=2NC(=O)C1.[CH3:43][NH:44][CH2:45][C:46]1[S:50][C:49]2[CH:51]=[CH:52][CH:53]=[CH:54][C:48]=2[C:47]=1[CH3:55].CNCC1C=CC2C(=CC=CC=2)C=1CCC. No catalyst specified. The product is [CH2:2]([O:4][C:5](=[O:6])[CH2:7][N:8]1[CH2:13][C:12]2[CH:14]=[C:15](/[CH:18]=[CH:19]/[C:20](=[O:22])[N:44]([CH3:43])[CH2:45][C:46]3[S:50][C:49]4[CH:51]=[CH:52][CH:53]=[CH:54][C:48]=4[C:47]=3[CH3:55])[CH:16]=[N:17][C:11]=2[NH:10][C:9]1=[O:23])[CH3:3]. The yield is 0.590. (2) The reactants are C1(O[C:8](=[O:30])[NH:9][C:10]2[CH:15]=[C:14]([O:16][C:17]3[CH:18]=[C:19]4[C:23](=[CH:24][CH:25]=3)[N:22]([C:26](=[O:29])[NH:27][CH3:28])[CH:21]=[CH:20]4)[N:13]=[CH:12][N:11]=2)C=CC=CC=1.[CH2:31]([N:33]([CH2:38][CH3:39])[CH2:34][CH2:35][CH2:36][NH2:37])[CH3:32].C[N:41](C)C=O. No catalyst specified. The product is [CH3:28][NH:27][C:26]([N:22]1[C:23]2[C:19](=[CH:18][C:17]([O:16][C:14]3[CH:15]=[C:10]([NH:9][C:8]([NH:41][NH:37][CH2:36][CH2:35][CH2:34][N:33]([CH2:38][CH3:39])[CH2:31][CH3:32])=[O:30])[N:11]=[CH:12][N:13]=3)=[CH:25][CH:24]=2)[CH:20]=[CH:21]1)=[O:29]. The yield is 0.700.